This data is from Forward reaction prediction with 1.9M reactions from USPTO patents (1976-2016). The task is: Predict the product of the given reaction. (1) Given the reactants [C:1]([C:5]1[N:6]=[C:7]([N:22]2[CH2:27][CH2:26]OC[CH2:23]2)[C:8]2[N:13]=[N:12][N:11]([CH2:14][C:15]3[CH:20]=[CH:19][CH:18]=[CH:17][C:16]=3[Cl:21])[C:9]=2[N:10]=1)([CH3:4])([CH3:3])[CH3:2].C(C1N=C(Cl)C2N=NN(CC3C=CC=CC=3Cl)C=2N=1)(C)(C)C.N1CCC1, predict the reaction product. The product is: [N:22]1([C:7]2[C:8]3[N:13]=[N:12][N:11]([CH2:14][C:15]4[CH:20]=[CH:19][CH:18]=[CH:17][C:16]=4[Cl:21])[C:9]=3[N:10]=[C:5]([C:1]([CH3:2])([CH3:4])[CH3:3])[N:6]=2)[CH2:27][CH2:26][CH2:23]1. (2) Given the reactants [Zn:1]([O:6][C:7]([CH3:9])=[O:8])[O:2][C:3]([CH3:5])=[O:4].O.O, predict the reaction product. The product is: [Zn:1]([O:6][C:7]([CH3:9])=[O:8])[O:2][C:3]([CH3:5])=[O:4].